Dataset: Reaction yield outcomes from USPTO patents with 853,638 reactions. Task: Predict the reaction yield, written as a fraction of the theoretical maximum amount of product (1.0 means a 100% yield; for example, 0.34 means a 34% yield). (1) The reactants are [Br:1]Br.[NH2:3][C:4]1[N:13]=[CH:12][CH:11]=[CH:10][C:5]=1[C:6]([O:8][CH3:9])=[O:7]. The catalyst is CC(O)=O. The product is [NH2:3][C:4]1[N:13]=[CH:12][C:11]([Br:1])=[CH:10][C:5]=1[C:6]([O:8][CH3:9])=[O:7]. The yield is 0.980. (2) The reactants are [C:1](N1C=CC=CC1=O)(N1C=CC=CC1=O)=[S:2].[CH3:17][C:18]1[CH:19]=[C:20]2[C:25](=[CH:26][CH:27]=1)[CH:24]=[N:23][C:22]([NH2:28])=[CH:21]2. The catalyst is ClCCl. The product is [N:28]([C:22]1[N:23]=[CH:24][C:25]2[C:20]([CH:21]=1)=[CH:19][C:18]([CH3:17])=[CH:27][CH:26]=2)=[C:1]=[S:2]. The yield is 0.474.